Predict the reaction yield, written as a fraction of the theoretical maximum amount of product (1.0 means a 100% yield; for example, 0.34 means a 34% yield). From a dataset of Reaction yield outcomes from USPTO patents with 853,638 reactions. (1) The reactants are [CH2:1]([C:3]1[C:4]([NH:21][CH:22]([CH2:25][CH3:26])[CH2:23][CH3:24])=[N:5][C:6]([CH2:19][CH3:20])=[C:7]([C:9]2[CH:14]=[CH:13][C:12]([O:15]C)=[CH:11][C:10]=2[O:17]C)[N:8]=1)[CH3:2]. The catalyst is ClCCl. The product is [CH2:1]([C:3]1[C:4]([NH:21][CH:22]([CH2:25][CH3:26])[CH2:23][CH3:24])=[N:5][C:6]([CH2:19][CH3:20])=[C:7]([C:9]2[CH:14]=[CH:13][C:12]([OH:15])=[CH:11][C:10]=2[OH:17])[N:8]=1)[CH3:2]. The yield is 0.710. (2) The reactants are [C:1]1([C:7]2[N:8]=[C:9]3[CH2:14][CH2:13][CH:12]([C:15]([O:17]C)=[O:16])[CH2:11][N:10]3[CH:19]=2)[CH:6]=[CH:5][CH:4]=[CH:3][CH:2]=1.[ClH:20]. The catalyst is O. The product is [ClH:20].[C:1]1([C:7]2[N:8]=[C:9]3[CH2:14][CH2:13][CH:12]([C:15]([OH:17])=[O:16])[CH2:11][N:10]3[CH:19]=2)[CH:2]=[CH:3][CH:4]=[CH:5][CH:6]=1. The yield is 1.10. (3) The reactants are [CH2:1]([N:7]1[CH2:12][CH:11]2[CH:9]([C:10]2([C:16]2[CH:21]=[CH:20][CH:19]=[C:18]([N+:22]([O-])=O)[CH:17]=2)[CH2:13][CH2:14][CH3:15])[CH2:8]1)[CH2:2][CH2:3][CH2:4][CH2:5][CH3:6].C(O)C.[Cl-].[Ca+2].[Cl-]. The catalyst is O.[Fe]. The product is [CH2:1]([N:7]1[CH2:12][CH:11]2[CH:9]([C:10]2([C:16]2[CH:17]=[C:18]([CH:19]=[CH:20][CH:21]=2)[NH2:22])[CH2:13][CH2:14][CH3:15])[CH2:8]1)[CH2:2][CH2:3][CH2:4][CH2:5][CH3:6]. The yield is 1.00. (4) The reactants are [CH3:1][O:2][C:3]1[CH:4]=[C:5]([OH:9])[CH:6]=[CH:7][CH:8]=1.F[C:11]1[CH:16]=[CH:15][CH:14]=[CH:13][C:12]=1[N+:17]([O-:19])=[O:18].[CH3:20][O:21][C:22]1[CH:23]=[C:24]([CH:33]=[CH:34][CH:35]=1)[O:25][C:26]1[CH:32]=[CH:31][CH:30]=[CH:29][C:27]=1[NH2:28].[NH2:36][C:37]1[S:38][CH:39]=[CH:40][N:41]=1. No catalyst specified. The product is [CH3:1][O:2][C:3]1[CH:4]=[C:5]([CH:6]=[CH:7][CH:8]=1)[O:9][C:11]1[CH:16]=[CH:15][CH:14]=[CH:13][C:12]=1[N+:17]([O-:19])=[O:18].[CH3:20][O:21][C:22]1[CH:23]=[C:24]([CH:33]=[CH:34][CH:35]=1)[O:25][C:26]1[CH:32]=[CH:31][CH:30]=[CH:29][C:27]=1[NH:28][C:5]([NH:36][C:37]1[S:38][CH:39]=[CH:40][N:41]=1)=[O:9]. The yield is 0.690.